Dataset: Forward reaction prediction with 1.9M reactions from USPTO patents (1976-2016). Task: Predict the product of the given reaction. (1) Given the reactants [H-].[Na+].C(OP([CH2:11][C:12]([O:14][CH2:15][CH3:16])=[O:13])(OCC)=O)C.[Br:17][C:18]1[CH:19]=[CH:20][C:21]([N:26]([CH2:28][CH2:29][O:30][CH3:31])[CH3:27])=[C:22]([CH:25]=1)[CH:23]=O, predict the reaction product. The product is: [Br:17][C:18]1[CH:19]=[CH:20][C:21]([N:26]([CH2:28][CH2:29][O:30][CH3:31])[CH3:27])=[C:22](/[CH:23]=[CH:11]/[C:12]([O:14][CH2:15][CH3:16])=[O:13])[CH:25]=1. (2) Given the reactants [Cl:1][C:2]1[CH:7]=[C:6](Cl)[N:5]2[N:9]=[C:10]([CH3:19])[C:11]([C:12]3[CH:17]=[CH:16][C:15]([F:18])=[CH:14][CH:13]=3)=[C:4]2[N:3]=1.[OH-:20].[Na+].Cl, predict the reaction product. The product is: [Cl:1][C:2]1[NH:3][C:4]2[N:5]([N:9]=[C:10]([CH3:19])[C:11]=2[C:12]2[CH:17]=[CH:16][C:15]([F:18])=[CH:14][CH:13]=2)[C:6](=[O:20])[CH:7]=1.